This data is from Reaction yield outcomes from USPTO patents with 853,638 reactions. The task is: Predict the reaction yield, written as a fraction of the theoretical maximum amount of product (1.0 means a 100% yield; for example, 0.34 means a 34% yield). (1) The reactants are [C:1]([O:5][C:6]([N:8]1[CH2:13][CH2:12][N:11]([C:14]([O:16][C:17]([CH3:20])([CH3:19])[CH3:18])=[O:15])[CH2:10][C@H:9]1[C:21]([OH:23])=[O:22])=[O:7])([CH3:4])([CH3:3])[CH3:2].[C:24](=O)([O-])[O-].[K+].[K+].IC. The catalyst is CN(C=O)C.C(OCC)(=O)C. The product is [N:8]1([C:6]([O:5][C:1]([CH3:4])([CH3:2])[CH3:3])=[O:7])[CH2:13][CH2:12][N:11]([C:14]([O:16][C:17]([CH3:20])([CH3:19])[CH3:18])=[O:15])[CH2:10][C@H:9]1[C:21]([O:23][CH3:24])=[O:22]. The yield is 0.950. (2) The reactants are [CH3:1][N:2]([CH2:26][CH2:27][NH:28]C(=O)OC(C)(C)C)[C:3](=[O:25])[CH2:4][CH2:5]/[CH:6]=[CH:7]\[CH2:8]/[CH:9]=[CH:10]\[CH2:11]/[CH:12]=[CH:13]\[CH2:14]/[CH:15]=[CH:16]\[CH2:17]/[CH:18]=[CH:19]\[CH2:20]/[CH:21]=[CH:22]\[CH2:23][CH3:24].C(O)(C(F)(F)F)=O.C([O-])([O-])=O.[Na+].[Na+]. The catalyst is ClCCl. The product is [NH2:28][CH2:27][CH2:26][N:2]([CH3:1])[C:3](=[O:25])[CH2:4][CH2:5]/[CH:6]=[CH:7]\[CH2:8]/[CH:9]=[CH:10]\[CH2:11]/[CH:12]=[CH:13]\[CH2:14]/[CH:15]=[CH:16]\[CH2:17]/[CH:18]=[CH:19]\[CH2:20]/[CH:21]=[CH:22]\[CH2:23][CH3:24]. The yield is 0.970.